This data is from Catalyst prediction with 721,799 reactions and 888 catalyst types from USPTO. The task is: Predict which catalyst facilitates the given reaction. (1) The catalyst class is: 508. Product: [Br:1][C:2]1[CH:7]=[CH:6][C:5]([NH:8][C:31]([C:20]2[N:21]([CH2:23][O:24][CH2:25][CH2:26][Si:27]([CH3:30])([CH3:29])[CH3:28])[CH:22]=[C:18]([C:16]#[N:17])[N:19]=2)=[O:32])=[C:4]([C:9]2[CH2:14][CH2:13][CH2:12][CH2:11][CH:10]=2)[CH:3]=1. Reactant: [Br:1][C:2]1[CH:7]=[CH:6][C:5]([NH2:8])=[C:4]([C:9]2[CH2:14][CH2:13][CH2:12][CH2:11][CH:10]=2)[CH:3]=1.[K+].[C:16]([C:18]1[N:19]=[C:20]([C:31]([O-])=[O:32])[N:21]([CH2:23][O:24][CH2:25][CH2:26][Si:27]([CH3:30])([CH3:29])[CH3:28])[CH:22]=1)#[N:17].F[P-](F)(F)(F)(F)F.Br[P+](N1CCCC1)(N1CCCC1)N1CCCC1.C(N(CC)C(C)C)(C)C. (2) Reactant: [C:1]([O-:4])([O-])=O.[K+].[K+].CI.[Br:9][C:10]1[CH:11]=[C:12](O)[CH:13]=[N:14][C:15]=1[Cl:16]. Product: [Br:9][C:10]1[C:15]([Cl:16])=[N:14][CH:13]=[C:12]([O:4][CH3:1])[CH:11]=1. The catalyst class is: 18. (3) Reactant: [N+:1]([C:4]1[CH:9]=[CH:8][C:7]([NH2:10])=[CH:6][CH:5]=1)([O-:3])=[O:2].[Br:11]Br. Product: [Br:11][C:8]1[CH:9]=[C:4]([N+:1]([O-:3])=[O:2])[CH:5]=[CH:6][C:7]=1[NH2:10]. The catalyst class is: 52. (4) The catalyst class is: 2. Product: [Br:1][C:2]1[CH:3]=[C:4]2[C:8](=[CH:9][CH:10]=1)[CH2:7][N:6]([C:16]([O:15][C:12]([CH3:14])([CH3:13])[CH3:11])=[O:17])[CH2:5]2. Reactant: [Br:1][C:2]1[CH:3]=[C:4]2[C:8](=[CH:9][CH:10]=1)[CH2:7][NH:6][CH2:5]2.[CH3:11][C:12]([O:15][C:16](O[C:16]([O:15][C:12]([CH3:14])([CH3:13])[CH3:11])=[O:17])=[O:17])([CH3:14])[CH3:13].CN(CCN(C)C)C.Cl. (5) Reactant: [Br:1][C:2]1[CH:7]=[CH:6][CH:5]=[CH:4][C:3]=1[OH:8].Br[CH2:10][C:11]([O:13][CH2:14][CH3:15])=[O:12].C([O-])([O-])=O.[K+].[K+]. Product: [Br:1][C:2]1[CH:7]=[CH:6][CH:5]=[CH:4][C:3]=1[O:8][CH2:10][C:11]([O:13][CH2:14][CH3:15])=[O:12]. The catalyst class is: 23. (6) Reactant: [C:1]([O:5][C:6]([NH:8][C:9]1[O:10][C:11]([C:14]([O:16]CC)=[O:15])=[CH:12][N:13]=1)=[O:7])([CH3:4])([CH3:3])[CH3:2].[Li+].[OH-]. Product: [C:1]([O:5][C:6]([NH:8][C:9]1[O:10][C:11]([C:14]([OH:16])=[O:15])=[CH:12][N:13]=1)=[O:7])([CH3:4])([CH3:2])[CH3:3]. The catalyst class is: 87. (7) Reactant: [CH2:1]([O:3][C:4]([C:6]1[NH:7][C:8]2[C:9](=O)[CH:10]=[CH:11][C:12](=O)[C:13]=2[C:14]=1[CH2:15][OH:16])=[O:5])C.C(OC(C1NC2C(C=1CO)=C([N+:35]([O-:37])=[O:36])C=CC=2)=O)C.[CH3:38][OH:39]. Product: [OH:16][CH2:15][C:14]1[C:13]2[C:8](=[C:9]([N+:35]([O-:37])=[O:36])[C:10]([O:39][CH3:38])=[CH:11][CH:12]=2)[NH:7][C:6]=1[C:4]([O:3][CH3:1])=[O:5]. The catalyst class is: 45.